From a dataset of Full USPTO retrosynthesis dataset with 1.9M reactions from patents (1976-2016). Predict the reactants needed to synthesize the given product. (1) Given the product [N:1]([CH2:4][CH:5]1[CH2:9][CH:8]([NH2:10])[CH:7]=[CH:6]1)=[N+:2]=[N-:3], predict the reactants needed to synthesize it. The reactants are: [N:1]([CH2:4][CH:5]1[CH2:9][CH:8]([NH:10]C(OC(C)(C)C)=O)[CH:7]=[CH:6]1)=[N+:2]=[N-:3]. (2) The reactants are: [C:1]([O:5][C:6]([N:8]([C:21]([O:23][C:24]([CH3:27])([CH3:26])[CH3:25])=[O:22])[C:9]1[CH:10]=[C:11]([F:20])[C:12]([C:15]([O:17]CC)=[O:16])=[N:13][CH:14]=1)=[O:7])([CH3:4])([CH3:3])[CH3:2].O.[Li+].[OH-].C(O)(=O)CC(CC(O)=O)(C(O)=O)O. Given the product [C:24]([O:23][C:21]([N:8]([C:6]([O:5][C:1]([CH3:4])([CH3:3])[CH3:2])=[O:7])[C:9]1[CH:10]=[C:11]([F:20])[C:12]([C:15]([OH:17])=[O:16])=[N:13][CH:14]=1)=[O:22])([CH3:27])([CH3:26])[CH3:25], predict the reactants needed to synthesize it. (3) Given the product [CH2:39]([C:2]1[CH:26]=[CH:25][C:5]([C:6]([N:8]([CH:22]([CH3:24])[CH3:23])[C@@H:9]2[CH2:14][CH2:13][CH2:12][N:11]([C:15]([O:17][C:18]([CH3:21])([CH3:20])[CH3:19])=[O:16])[CH2:10]2)=[O:7])=[CH:4][C:3]=1[O:27][CH2:28][CH2:29][CH2:30][O:31][CH3:32])[CH2:40][CH2:41][CH3:42], predict the reactants needed to synthesize it. The reactants are: Br[C:2]1[CH:26]=[CH:25][C:5]([C:6]([N:8]([CH:22]([CH3:24])[CH3:23])[C@@H:9]2[CH2:14][CH2:13][CH2:12][N:11]([C:15]([O:17][C:18]([CH3:21])([CH3:20])[CH3:19])=[O:16])[CH2:10]2)=[O:7])=[CH:4][C:3]=1[O:27][CH2:28][CH2:29][CH2:30][O:31][CH3:32].C(=O)([O-])[O-].[Na+].[Na+].[CH2:39](B(O)O)[CH2:40][CH2:41][CH3:42].C(=O)([O-])O.[Na+].